Dataset: Catalyst prediction with 721,799 reactions and 888 catalyst types from USPTO. Task: Predict which catalyst facilitates the given reaction. (1) Reactant: [CH3:1][N:2]1[CH:6]=[CH:5][N:4]=[C:3]1[CH2:7][O:8][C:9]1[CH:10]=[C:11]([O:27][C:28]2[CH:33]=[CH:32][C:31]([S:34]([CH3:37])(=[O:36])=[O:35])=[CH:30][CH:29]=2)[CH:12]=[C:13]2[C:17]=1[NH:16][C:15]([C:18]1[S:19][CH:20]([CH2:23][C:24]([OH:26])=O)[CH2:21][N:22]=1)=[CH:14]2.Cl.C[N:40](C)CCCN=C=NCC.[NH4+].ON1C2C=CC=CC=2N=N1.CN(C)C=O. Product: [CH3:1][N:2]1[CH:6]=[CH:5][N:4]=[C:3]1[CH2:7][O:8][C:9]1[CH:10]=[C:11]([O:27][C:28]2[CH:33]=[CH:32][C:31]([S:34]([CH3:37])(=[O:35])=[O:36])=[CH:30][CH:29]=2)[CH:12]=[C:13]2[C:17]=1[NH:16][C:15]([C:18]1[S:19][CH:20]([CH2:23][C:24]([NH2:40])=[O:26])[CH2:21][N:22]=1)=[CH:14]2. The catalyst class is: 370. (2) Reactant: [OH:1]O.[N:3]1([C:9]2[CH:14]=[CH:13][N:12]=[C:11]([NH:15][C:16]3[S:17][C:18]([C:21]4[CH:22]=[N:23][CH:24]=[C:25]([CH:28]=4)[C:26]#[N:27])=[CH:19][N:20]=3)[CH:10]=2)[CH2:8][CH2:7][O:6][CH2:5][CH2:4]1.[OH-].[Na+]. Product: [N:3]1([C:9]2[CH:14]=[CH:13][N:12]=[C:11]([NH:15][C:16]3[S:17][C:18]([C:21]4[CH:22]=[N:23][CH:24]=[C:25]([CH:28]=4)[C:26]([NH2:27])=[O:1])=[CH:19][N:20]=3)[CH:10]=2)[CH2:4][CH2:5][O:6][CH2:7][CH2:8]1. The catalyst class is: 14. (3) Reactant: [Cl:1][C:2]1[CH:7]=[CH:6][CH:5]=[CH:4][C:3]=1[CH2:8][C@H:9]([NH:39]C(=O)OC(C)(C)C)[C:10]([N:12]1[CH2:17][CH2:16][CH:15]([N:18]2[N:27]=[C:26]([C:28]3[CH:33]=[CH:32][C:31]([O:34][CH3:35])=[C:30]([O:36][CH3:37])[CH:29]=3)[C@@H:25]3[C@@H:20]([CH2:21][CH2:22][CH2:23][CH2:24]3)[C:19]2=[O:38])[CH2:14][CH2:13]1)=[O:11]. Product: [NH2:39][C@@H:9]([CH2:8][C:3]1[CH:4]=[CH:5][CH:6]=[CH:7][C:2]=1[Cl:1])[C:10]([N:12]1[CH2:13][CH2:14][CH:15]([N:18]2[N:27]=[C:26]([C:28]3[CH:33]=[CH:32][C:31]([O:34][CH3:35])=[C:30]([O:36][CH3:37])[CH:29]=3)[C@@H:25]3[C@@H:20]([CH2:21][CH2:22][CH2:23][CH2:24]3)[C:19]2=[O:38])[CH2:16][CH2:17]1)=[O:11]. The catalyst class is: 89. (4) Reactant: [C:1]([O:5][C:6](=[O:19])[NH:7][CH2:8][C@@H:9]1[CH2:11][C@H:10]1[C:12]1[CH:17]=[CH:16][CH:15]=[C:14](Br)[CH:13]=1)([CH3:4])([CH3:3])[CH3:2].[Cl:20][C:21]1[CH:22]=[C:23](B(O)O)[CH:24]=[CH:25][CH:26]=1.C([O-])([O-])=O.[K+].[K+]. Product: [C:1]([O:5][C:6](=[O:19])[NH:7][CH2:8][C@@H:9]1[CH2:11][C@H:10]1[C:12]1[CH:13]=[C:14]([C:25]2[CH:24]=[CH:23][CH:22]=[C:21]([Cl:20])[CH:26]=2)[CH:15]=[CH:16][CH:17]=1)([CH3:4])([CH3:3])[CH3:2]. The catalyst class is: 564. (5) The catalyst class is: 4. Reactant: [NH2:1][C:2]1[CH:3]=[C:4]([C:8]2[N:13]3[N:14]=[C:15]([NH:17][C:18]4[CH:23]=[CH:22][CH:21]=[CH:20][CH:19]=4)[N:16]=[C:12]3[CH:11]=[CH:10][CH:9]=2)[CH:5]=[CH:6][CH:7]=1.N1C=CC=CC=1.[C:30](OC(=O)C)(=[O:32])[CH3:31]. Product: [C:18]1([NH:17][C:15]2[N:16]=[C:12]3[CH:11]=[CH:10][CH:9]=[C:8]([C:4]4[CH:3]=[C:2]([NH:1][C:30](=[O:32])[CH3:31])[CH:7]=[CH:6][CH:5]=4)[N:13]3[N:14]=2)[CH:19]=[CH:20][CH:21]=[CH:22][CH:23]=1. (6) Reactant: [F:1][C:2]1[CH:3]=[C:4]([CH:8]2[CH2:10][CH:9]2[C:11]([OH:13])=O)[CH:5]=[CH:6][CH:7]=1.Cl.C(N=C=NCCCN(C)C)C.ON1C2C=CC=CC=2N=N1.Cl.[NH2:37][C:38]1[NH:39][C:40]2[CH:46]=[C:45]([C:47]#[N:48])[CH:44]=[CH:43][C:41]=2[N:42]=1. Product: [C:47]([C:45]1[CH:44]=[CH:43][C:41]2[N:42]=[C:38]([NH:37][C:11]([CH:9]3[CH2:10][CH:8]3[C:4]3[CH:5]=[CH:6][CH:7]=[C:2]([F:1])[CH:3]=3)=[O:13])[NH:39][C:40]=2[CH:46]=1)#[N:48]. The catalyst class is: 3. (7) Reactant: [CH2:1]([OH:19])[CH2:2][CH2:3][CH2:4][CH2:5][CH2:6][CH2:7][CH2:8][CH2:9][CH2:10][CH2:11][CH2:12][CH2:13][CH2:14][CH2:15][CH2:16][CH2:17][CH3:18].[C:20]([C:28](O)=[O:29])(=[O:27])[C:21]1[CH:26]=[CH:25][CH:24]=[CH:23][CH:22]=1.O.C1(C)C=CC(S(O)(=O)=O)=CC=1.C1(C)C=CC=CC=1. Product: [CH2:1]([O:19][C:28](=[O:29])[C:20](=[O:27])[C:21]1[CH:26]=[CH:25][CH:24]=[CH:23][CH:22]=1)[CH2:2][CH2:3][CH2:4][CH2:5][CH2:6][CH2:7][CH2:8][CH2:9][CH2:10][CH2:11][CH2:12][CH2:13][CH2:14][CH2:15][CH2:16][CH2:17][CH3:18]. The catalyst class is: 6. (8) Reactant: Cl[C:2]1[N:7]=[C:6]([NH2:8])[N:5]=[C:4]([NH:9][CH3:10])[CH:3]=1.[NH2:11][C:12]1[CH:13]=[C:14](B(O)O)[CH:15]=[CH:16][CH:17]=1.C(=O)([O-])[O-].[Na+].[Na+].O1CCOCC1. Product: [NH2:11][C:12]1[CH:17]=[C:16]([C:2]2[N:7]=[C:6]([NH2:8])[N:5]=[C:4]([NH:9][CH3:10])[CH:3]=2)[CH:15]=[CH:14][CH:13]=1. The catalyst class is: 103.